Dataset: Full USPTO retrosynthesis dataset with 1.9M reactions from patents (1976-2016). Task: Predict the reactants needed to synthesize the given product. (1) Given the product [CH3:42][O:43][C:44]1[CH:49]=[CH:48][C:47]([C:7]2[CH:15]=[CH:14][C:13]([C:16]3[N:17]([C:32]([O:34][C:35]([CH3:36])([CH3:37])[CH3:38])=[O:33])[C:18]4[C:23]([CH:24]=3)=[CH:22][C:21]([CH2:25][N:26]3[CH2:27][CH2:28][CH2:29][CH2:30][CH2:31]3)=[CH:20][CH:19]=4)=[C:12]3[C:8]=2[CH2:9][NH:10][C:11]3=[O:39])=[CH:46][CH:45]=1, predict the reactants needed to synthesize it. The reactants are: FC(F)(F)S(O[C:7]1[CH:15]=[CH:14][C:13]([C:16]2[N:17]([C:32]([O:34][C:35]([CH3:38])([CH3:37])[CH3:36])=[O:33])[C:18]3[C:23]([CH:24]=2)=[CH:22][C:21]([CH2:25][N:26]2[CH2:31][CH2:30][CH2:29][CH2:28][CH2:27]2)=[CH:20][CH:19]=3)=[C:12]2[C:8]=1[CH2:9][NH:10][C:11]2=[O:39])(=O)=O.[CH3:42][O:43][C:44]1[CH:49]=[CH:48][C:47](B(O)O)=[CH:46][CH:45]=1.C(=O)([O-])[O-].[K+].[K+].O. (2) Given the product [I:6][C:7]1[CH:13]=[CH:12][C:10]([N:11]=[N:15][C:19]2[CH:20]=[C:21]([CH3:26])[CH:22]=[CH:23][C:24]=2[OH:25])=[C:9]([CH3:14])[CH:8]=1, predict the reactants needed to synthesize it. The reactants are: B(O)(O)O.Cl.[I:6][C:7]1[CH:13]=[CH:12][C:10]([NH2:11])=[C:9]([CH3:14])[CH:8]=1.[N:15]([O-])=O.[Na+].[CH:19]1[C:24]([OH:25])=[CH:23][CH:22]=[C:21]([CH3:26])[CH:20]=1.[OH-].[Na+].P([O-])([O-])([O-])=O.[Na+].[Na+].[Na+]. (3) Given the product [CH3:28][C:24]1[C:25]([C:26]#[N:27])=[C:21]2[N:20]=[C:9]([C:5]3[CH:6]=[CH:7][CH:8]=[C:3]([C:2]([F:19])([F:18])[F:1])[CH:4]=3)[CH:10]=[C:11]([C:12]([F:15])([F:14])[F:13])[N:22]2[N:23]=1, predict the reactants needed to synthesize it. The reactants are: [F:1][C:2]([F:19])([F:18])[C:3]1[CH:4]=[C:5]([C:9](=O)[CH2:10][C:11](=O)[C:12]([F:15])([F:14])[F:13])[CH:6]=[CH:7][CH:8]=1.[NH2:20][C:21]1[C:25]([C:26]#[N:27])=[C:24]([CH3:28])[NH:23][N:22]=1. (4) Given the product [S:23]1(=[O:26])[C:7]2[CH:6]=[CH:3][CH:2]=[N:9][C:8]=2[CH:10]=[N:15]1, predict the reactants needed to synthesize it. The reactants are: S[C:2]1[N:9]=[C:8]([CH3:10])[CH:7]=[CH:6][C:3]=1C#N.SC1N=C(C)C=C(C)C=1C#[N:15].O[S:23]([OH:26])(=O)=O.